Dataset: Forward reaction prediction with 1.9M reactions from USPTO patents (1976-2016). Task: Predict the product of the given reaction. The product is: [Cl:52][C:53]1[CH:64]=[CH:63][C:56]2[NH:57][C:58]([CH:60]([NH:62][C:6](=[O:8])[C:5]3[CH:9]=[CH:10][C:11]([C:12]([N:14]4[CH2:18][CH2:17][CH2:16][CH2:15]4)=[O:13])=[C:3]([C:2]([F:1])([F:20])[F:19])[CH:4]=3)[CH3:61])=[N:59][C:55]=2[CH:54]=1. Given the reactants [F:1][C:2]([F:20])([F:19])[C:3]1[CH:4]=[C:5]([CH:9]=[CH:10][C:11]=1[C:12]([N:14]1[CH2:18][CH2:17][CH2:16][CH2:15]1)=[O:13])[C:6]([OH:8])=O.CN(C(ON1N=NC2C=CC=CC1=2)=[N+](C)C)C.[B-](F)(F)(F)F.C(N(C(C)C)CC)(C)C.[Cl:52][C:53]1[CH:64]=[CH:63][C:56]2[NH:57][C:58]([CH:60]([NH2:62])[CH3:61])=[N:59][C:55]=2[CH:54]=1.ClCl, predict the reaction product.